Dataset: Forward reaction prediction with 1.9M reactions from USPTO patents (1976-2016). Task: Predict the product of the given reaction. Given the reactants C(OC(=O)[N:7]([C@@H:30]([CH3:49])[C@H:31]([N:46]=[N+:47]=[N-:48])[C:32]1[CH:37]=[C:36]([C:38]([F:41])([F:40])[F:39])[CH:35]=[C:34]([C:42]([F:45])([F:44])[F:43])[CH:33]=1)[CH2:8][C:9]1[CH:14]=[C:13]([C:15]([F:18])([F:17])[F:16])[CH:12]=[CH:11][C:10]=1[C:19]1[CH:24]=[C:23]([CH:25]([CH3:27])[CH3:26])[CH:22]=[CH:21][C:20]=1[O:28][CH3:29])(C)(C)C.C(O)(C(F)(F)F)=O, predict the reaction product. The product is: [N:46]([C@H:31]([C:32]1[CH:33]=[C:34]([C:42]([F:43])([F:44])[F:45])[CH:35]=[C:36]([C:38]([F:39])([F:40])[F:41])[CH:37]=1)[C@@H:30]([NH:7][CH2:8][C:9]1[CH:14]=[C:13]([C:15]([F:17])([F:18])[F:16])[CH:12]=[CH:11][C:10]=1[C:19]1[CH:24]=[C:23]([CH:25]([CH3:27])[CH3:26])[CH:22]=[CH:21][C:20]=1[O:28][CH3:29])[CH3:49])=[N+:47]=[N-:48].